Dataset: Catalyst prediction with 721,799 reactions and 888 catalyst types from USPTO. Task: Predict which catalyst facilitates the given reaction. (1) Product: [CH3:23][C:21]1[N:20]([C:24]2[CH:29]=[CH:28][CH:27]=[CH:26][CH:25]=2)[C:19]([C:30]2[CH:31]=[CH:32][CH:33]=[CH:34][CH:35]=2)=[C:18]([C:16]([N:15]2[CH2:14][CH2:13][N:12]([C:36]([O:38][C:39]([CH3:41])([CH3:40])[CH3:42])=[O:37])[CH2:11][C@H:10]2[CH2:9][C:8]2[CH:43]=[CH:44][C:5]([O:4][CH2:3][C:1]3[NH:46][C:48](=[O:51])[O:49][N:2]=3)=[CH:6][CH:7]=2)=[O:17])[CH:22]=1. Reactant: [C:1]([CH2:3][O:4][C:5]1[CH:44]=[CH:43][C:8]([CH2:9][C@H:10]2[N:15]([C:16]([C:18]3[CH:22]=[C:21]([CH3:23])[N:20]([C:24]4[CH:29]=[CH:28][CH:27]=[CH:26][CH:25]=4)[C:19]=3[C:30]3[CH:35]=[CH:34][CH:33]=[CH:32][CH:31]=3)=[O:17])[CH2:14][CH2:13][N:12]([C:36]([O:38][C:39]([CH3:42])([CH3:41])[CH3:40])=[O:37])[CH2:11]2)=[CH:7][CH:6]=1)#[N:2].Cl.[NH2:46]O.[C:48](=[O:51])(O)[O-:49].[Na+].O. The catalyst class is: 16. (2) Reactant: [F:1][C:2]1[C:7]([F:8])=[CH:6][C:5]([CH:9]=[CH:10]N(C)C)=[C:4]([N+:14]([O-])=O)[CH:3]=1. Product: [F:8][C:7]1[CH:6]=[C:5]2[C:4](=[CH:3][C:2]=1[F:1])[NH:14][CH:10]=[CH:9]2. The catalyst class is: 43.